From a dataset of Full USPTO retrosynthesis dataset with 1.9M reactions from patents (1976-2016). Predict the reactants needed to synthesize the given product. (1) Given the product [CH:1]([C:4]1[C:8]([CH2:9][CH2:10][CH2:11][O:12][C:24]2[C:29]([O:30][CH3:31])=[CH:28][CH:27]=[CH:26][C:25]=2[CH2:32][CH2:33][C:34]([OH:36])=[O:35])=[CH:7][N:6]([C:13]2[CH:18]=[CH:17][C:16]([C:19]([F:21])([F:20])[F:22])=[CH:15][N:14]=2)[N:5]=1)([CH3:3])[CH3:2], predict the reactants needed to synthesize it. The reactants are: [CH:1]([C:4]1[C:8]([CH2:9][CH2:10][CH2:11][OH:12])=[CH:7][N:6]([C:13]2[CH:18]=[CH:17][C:16]([C:19]([F:22])([F:21])[F:20])=[CH:15][N:14]=2)[N:5]=1)([CH3:3])[CH3:2].O[C:24]1[C:29]([O:30][CH3:31])=[CH:28][CH:27]=[CH:26][C:25]=1[CH2:32][CH2:33][C:34]([O:36]CC)=[O:35].C(P(CCCC)CCCC)CCC.N(C(N1CCCCC1)=O)=NC(N1CCCCC1)=O. (2) Given the product [CH2:1]([O:8][CH2:9][CH2:10][C:11]1[N:15]([C:16]2[CH:21]=[CH:20][C:19]([C:22]([NH:24][CH2:25][CH3:26])=[O:23])=[CH:18][CH:17]=2)[N:14]=[N:13][C:12]=1[C:27]([NH:36][CH:34]1[CH2:35][CH2:33]1)=[O:28])[C:2]1[CH:3]=[CH:4][CH:5]=[CH:6][CH:7]=1, predict the reactants needed to synthesize it. The reactants are: [CH2:1]([O:8][CH2:9][CH2:10][C:11]1[N:15]([C:16]2[CH:21]=[CH:20][C:19]([C:22]([NH:24][CH2:25][CH3:26])=[O:23])=[CH:18][CH:17]=2)[N:14]=[N:13][C:12]=1[C:27](O)=[O:28])[C:2]1[CH:7]=[CH:6][CH:5]=[CH:4][CH:3]=1.C1C=C[C:33]2N(O)N=[N:36][C:34]=2[CH:35]=1.C1(N)CC1.CCN=C=NCCCN(C)C.